Task: Predict the reactants needed to synthesize the given product.. Dataset: Full USPTO retrosynthesis dataset with 1.9M reactions from patents (1976-2016) (1) Given the product [N:1]1([S:32]([C:17]2[CH:16]=[CH:15][C:14]([O:13][CH3:12])=[C:23]3[C:18]=2[CH2:19][CH2:20][C@H:21]([NH:24][CH3:25])[CH2:22]3)(=[O:34])=[O:33])[C:9]2[C:4](=[CH:5][CH:6]=[CH:7][CH:8]=2)[CH:3]=[CH:2]1, predict the reactants needed to synthesize it. The reactants are: [NH:1]1[C:9]2[C:4](=[CH:5][CH:6]=[CH:7][CH:8]=2)[CH:3]=[CH:2]1.[H-].[Na+].[CH3:12][O:13][C:14]1[C:23]2[CH2:22][C@@H:21]([N:24](C)[C:25](=O)C(F)(F)F)[CH2:20][CH2:19][C:18]=2[C:17]([S:32](Cl)(=[O:34])=[O:33])=[CH:16][CH:15]=1. (2) Given the product [C:3]([C:5]1[CH:6]=[C:7]2[C:15](=[CH:16][CH:17]=1)[N:14]([CH2:25][C:26]1[C:31]([F:32])=[CH:30][CH:29]=[CH:28][N:27]=1)[C:13]1[CH2:12][CH2:11][CH:10]([NH:18][C:19](=[O:23])[CH:20]([CH3:21])[CH3:22])[CH2:9][C:8]2=1)#[N:4], predict the reactants needed to synthesize it. The reactants are: [H-].[Na+].[C:3]([C:5]1[CH:6]=[C:7]2[C:15](=[CH:16][CH:17]=1)[NH:14][C:13]1[CH2:12][CH2:11][CH:10]([NH:18][C:19](=[O:23])[CH:20]([CH3:22])[CH3:21])[CH2:9][C:8]2=1)#[N:4].Cl[CH2:25][C:26]1[C:31]([F:32])=[CH:30][CH:29]=[CH:28][N:27]=1.